Dataset: Full USPTO retrosynthesis dataset with 1.9M reactions from patents (1976-2016). Task: Predict the reactants needed to synthesize the given product. (1) Given the product [CH3:6][O:7][C:8]1[CH:17]=[C:16]([O:18][CH3:19])[CH:15]=[C:14]2[C:9]=1[C:10](=[O:33])[NH:11][C:12]([C:20]1[C:25]([NH:26][CH:27]3[CH2:32][CH2:31][N:30]([C:4]([NH:3][CH2:1][CH3:2])=[O:5])[CH2:29][CH2:28]3)=[CH:24][CH:23]=[CH:22][N:21]=1)=[N:13]2, predict the reactants needed to synthesize it. The reactants are: [CH2:1]([N:3]=[C:4]=[O:5])[CH3:2].[CH3:6][O:7][C:8]1[CH:17]=[C:16]([O:18][CH3:19])[CH:15]=[C:14]2[C:9]=1[C:10](=[O:33])[NH:11][C:12]([C:20]1[C:25]([NH:26][CH:27]3[CH2:32][CH2:31][NH:30][CH2:29][CH2:28]3)=[CH:24][CH:23]=[CH:22][N:21]=1)=[N:13]2.C(N(CC)CC)C. (2) The reactants are: [NH2:1][C:2]1[CH:3]=[N:4][CH:5]=[CH:6][C:7]=1[N:8]1[CH2:13][CH2:12][CH2:11][C@H:10]([NH:14][C:15](=[O:21])[O:16][C:17]([CH3:20])([CH3:19])[CH3:18])[CH2:9]1.[Br:22][C:23]1[N:28]=[C:27]([C:29](O)=[O:30])[CH:26]=[CH:25][C:24]=1[F:32]. Given the product [Br:22][C:23]1[N:28]=[C:27]([C:29]([NH:1][C:2]2[CH:3]=[N:4][CH:5]=[CH:6][C:7]=2[N:8]2[CH2:13][CH2:12][CH2:11][C@H:10]([NH:14][C:15](=[O:21])[O:16][C:17]([CH3:18])([CH3:20])[CH3:19])[CH2:9]2)=[O:30])[CH:26]=[CH:25][C:24]=1[F:32], predict the reactants needed to synthesize it. (3) Given the product [CH2:1]([NH:5][C:6]1[S:7][CH:8]=[CH:9][C:10]=1[C:11]([OH:13])=[O:12])[CH2:2][CH2:3][CH3:4], predict the reactants needed to synthesize it. The reactants are: [CH2:1]([NH:5][C:6]1[S:7][CH:8]=[CH:9][C:10]=1[C:11]([O:13]C)=[O:12])[CH2:2][CH2:3][CH3:4].[OH-].[K+].